This data is from Full USPTO retrosynthesis dataset with 1.9M reactions from patents (1976-2016). The task is: Predict the reactants needed to synthesize the given product. (1) Given the product [CH2:1]([O:3][C:4]([C:6]1[CH:7]=[C:8]2[C:13](=[CH:14][CH:15]=1)[N:12]=[CH:11][C:10]([C:16]#[N:17])=[C:9]2[CH:19]1[CH2:21][CH2:20]1)=[O:5])[CH3:2], predict the reactants needed to synthesize it. The reactants are: [CH2:1]([O:3][C:4]([C:6]1[CH:7]=[C:8]2[C:13](=[CH:14][CH:15]=1)[N:12]=[CH:11][C:10]([C:16]#[N:17])=[C:9]2Cl)=[O:5])[CH3:2].[CH:19]1(B(O)O)[CH2:21][CH2:20]1.C(=O)([O-])[O-].[Na+].[Na+]. (2) Given the product [CH3:13][N:14]1[C:22]2[C:17](=[CH:18][C:19]([O:27][CH3:28])=[C:20]([O:23][CH2:24][CH2:25][N:7]3[CH2:12][CH2:11][O:10][CH2:9][CH2:8]3)[CH:21]=2)[C:16]([C:29]2[N:37]([S:38]([C:41]3[CH:46]=[CH:45][C:44]([CH3:47])=[CH:43][CH:42]=3)(=[O:40])=[O:39])[C:32]3=[N:33][CH:34]=[CH:35][CH:36]=[C:31]3[CH:30]=2)=[CH:15]1, predict the reactants needed to synthesize it. The reactants are: C(=O)([O-])[O-].[K+].[K+].[NH:7]1[CH2:12][CH2:11][O:10][CH2:9][CH2:8]1.[CH3:13][N:14]1[C:22]2[C:17](=[CH:18][C:19]([O:27][CH3:28])=[C:20]([O:23][CH2:24][CH2:25]I)[CH:21]=2)[C:16]([C:29]2[N:37]([S:38]([C:41]3[CH:46]=[CH:45][C:44]([CH3:47])=[CH:43][CH:42]=3)(=[O:40])=[O:39])[C:32]3=[N:33][CH:34]=[CH:35][CH:36]=[C:31]3[CH:30]=2)=[CH:15]1.O. (3) Given the product [CH3:2][O:3][C:4]1[N:5]=[C:9]([OH:10])[CH:8]=[C:7]([OH:13])[N:6]=1, predict the reactants needed to synthesize it. The reactants are: Cl.[CH3:2][O:3][C:4](=[NH:6])[NH2:5].[C:7](OC)(=[O:13])[CH2:8][C:9](OC)=[O:10].C[O-].[Na+]. (4) Given the product [C:5]1([CH3:15])[CH:10]=[CH:9][C:8]([S:11]([N:1]=[N+:2]=[N-:3])(=[O:13])=[O:12])=[CH:7][CH:6]=1, predict the reactants needed to synthesize it. The reactants are: [N-:1]=[N+:2]=[N-:3].[Na+].[C:5]1([CH3:15])[CH:10]=[CH:9][C:8]([S:11](Cl)(=[O:13])=[O:12])=[CH:7][CH:6]=1.[Cl-].[Na+]. (5) Given the product [CH3:7][NH:6][C:3]1[N:4]([CH3:5])[C:9]([C:10]2[CH:11]=[N:12][CH:13]=[CH:14][CH:15]=2)=[N:1][N:2]=1, predict the reactants needed to synthesize it. The reactants are: [NH2:1][NH:2][C:3]([NH:6][CH3:7])=[N:4][CH3:5].Cl.[C:9](Cl)(=O)[C:10]1[CH:15]=[CH:14][CH:13]=[N:12][CH:11]=1.C([O-])([O-])=O.[K+].[K+]. (6) Given the product [Cl:17][C:18]1[CH:33]=[CH:32][C:21]([O:22][C:23]2[CH:28]=[CH:27][C:26]([CH2:29][CH2:30][NH:31][C:3]3[N:4]([CH3:38])[CH:5]=[C:6]([CH2:10][C:11]4[CH:12]=[N:13][CH:14]=[N:15][CH:16]=4)[C:7](=[O:9])[N:8]=3)=[CH:25][CH:24]=2)=[CH:20][C:19]=1[C:34]([F:35])([F:36])[F:37], predict the reactants needed to synthesize it. The reactants are: CS[C:3]1[NH:4][CH:5]=[C:6]([CH2:10][C:11]2[CH:12]=[N:13][CH:14]=[N:15][CH:16]=2)[C:7](=[O:9])[N:8]=1.[Cl:17][C:18]1[CH:33]=[CH:32][C:21]([O:22][C:23]2[CH:28]=[CH:27][C:26]([CH2:29][CH2:30][NH2:31])=[CH:25][CH:24]=2)=[CH:20][C:19]=1[C:34]([F:37])([F:36])[F:35].[CH2:38](O)C. (7) Given the product [C:1]([Si:5]([O:18][CH2:19][C:20]1([C:23]#[CH:24])[CH2:22][CH2:21]1)([C:12]1[CH:17]=[CH:16][CH:15]=[CH:14][CH:13]=1)[C:6]1[CH:11]=[CH:10][CH:9]=[CH:8][CH:7]=1)([CH3:4])([CH3:3])[CH3:2], predict the reactants needed to synthesize it. The reactants are: [C:1]([Si:5]([O:18][CH2:19][C:20]1([CH:23]=[C:24](Br)Br)[CH2:22][CH2:21]1)([C:12]1[CH:17]=[CH:16][CH:15]=[CH:14][CH:13]=1)[C:6]1[CH:11]=[CH:10][CH:9]=[CH:8][CH:7]=1)([CH3:4])([CH3:3])[CH3:2].C([Li])CCC.[Cl-].[NH4+].O.